From a dataset of Reaction yield outcomes from USPTO patents with 853,638 reactions. Predict the reaction yield, written as a fraction of the theoretical maximum amount of product (1.0 means a 100% yield; for example, 0.34 means a 34% yield). (1) The product is [CH:33]([O:25][C@@H:23]1[CH2:22][CH2:21][C@@:20]2([CH3:26])[C@H:19]([CH2:18][C@@H:17]([O:27][CH:29]=[O:31])[C@@H:16]3[C@@H:15]2[CH2:14][CH2:13][C@@:12]2([CH3:28])[C@H:11]3[CH2:10][CH2:9][C@@H:8]2[C@H:2]([CH3:1])[CH2:3][CH2:4][C:5]([OH:7])=[O:6])[CH2:24]1)=[O:32]. The reactants are [CH3:1][C@@H:2]([C@@H:8]1[C@@:12]2([CH3:28])[CH2:13][CH2:14][C@@H:15]3[C@@:20]4([CH3:26])[CH2:21][CH2:22][C@@H:23]([OH:25])[CH2:24][C@H:19]4[CH2:18][C@@H:17]([OH:27])[C@H:16]3[C@@H:11]2[CH2:10][CH2:9]1)[CH2:3][CH2:4][C:5]([OH:7])=[O:6].[CH:29]([OH:31])=O.[O:32]1CCC[CH2:33]1. No catalyst specified. The yield is 0.960. (2) The reactants are [CH:1]1([NH:4][C:5](=[NH:14])[C:6]2[CH:11]=[CH:10][C:9]([O:12][CH3:13])=[CH:8][CH:7]=2)[CH2:3][CH2:2]1.Br[C:16](=[CH:19]OC(C)C)[CH:17]=[O:18].C([O-])([O-])=O.[K+].[K+].C(Cl)(Cl)Cl. The catalyst is O. The product is [CH:1]1([N:4]2[C:16]([CH:17]=[O:18])=[CH:19][N:14]=[C:5]2[C:6]2[CH:11]=[CH:10][C:9]([O:12][CH3:13])=[CH:8][CH:7]=2)[CH2:2][CH2:3]1. The yield is 0.850. (3) The reactants are [Cl:1][C:2]1[C:11]2[NH:10][C:9](=[O:12])[C:8]3[S:13][CH:14]=[CH:15][C:7]=3[C:6]=2[C:5]([C:16]2[CH:21]=[CH:20][C:19]([CH:22]([NH:25]C(=O)OC(C)(C)C)[CH2:23][CH3:24])=[CH:18][CH:17]=2)=[C:4]([O:33]C)[CH:3]=1.BrB(Br)Br. No catalyst specified. The product is [ClH:1].[NH2:25][CH:22]([C:19]1[CH:18]=[CH:17][C:16]([C:5]2[C:6]3[C:7]4[CH:15]=[CH:14][S:13][C:8]=4[C:9](=[O:12])[NH:10][C:11]=3[C:2]([Cl:1])=[CH:3][C:4]=2[OH:33])=[CH:21][CH:20]=1)[CH2:23][CH3:24]. The yield is 0.400. (4) The reactants are [CH2:1]([C:4]([C@H:6]([C@@H:8]([C@@H:10]([CH2:12][OH:13])[OH:11])[OH:9])[OH:7])=[O:5])[CH:2]=[CH2:3].[C:14](Cl)(=[O:21])[C:15]1[CH:20]=[CH:19][CH:18]=[CH:17][CH:16]=1. The catalyst is N1C=CC=CC=1. The product is [CH2:1]([C:4]([C@:6]([C:14](=[O:21])[C:15]1[CH:20]=[CH:19][CH:18]=[CH:17][CH:16]=1)([C@@:8]([C:14](=[O:21])[C:15]1[CH:20]=[CH:19][CH:18]=[CH:17][CH:16]=1)([C@@H:10]([CH2:12][OH:13])[OH:11])[OH:9])[OH:7])=[O:5])[CH:2]=[CH2:3]. The yield is 0.290. (5) The reactants are Br[C:2]1[CH:7]=[C:6]([F:8])[C:5]([N+:9]([O-])=O)=[CH:4][C:3]=1[OH:12].NC1C=CC(O)=CC=1F. No catalyst specified. The product is [NH2:9][C:5]1[CH:4]=[C:3]([OH:12])[CH:2]=[CH:7][C:6]=1[F:8]. The yield is 1.00. (6) The reactants are [F:1][C:2]([F:22])([O:6][C:7]1[CH:8]=[C:9]([CH2:13][NH:14][C:15]2[CH:16]=[C:17]([OH:21])[CH:18]=[CH:19][CH:20]=2)[CH:10]=[CH:11][CH:12]=1)[CH:3]([F:5])[F:4].[F:23][C:24]([F:30])([F:29])S([O-])(=O)=O.[Yb+3].[F:32][C:33]([F:39])([F:38])S([O-])(=O)=O.FC(F)(F)S([O-])(=O)=O. The catalyst is C(#N)C.O.C(OCC)C. The product is [F:1][C:2]([F:22])([O:6][C:7]1[CH:8]=[C:9]([CH2:13][N:14]([C:15]2[CH:20]=[CH:19][CH:18]=[C:17]([O:21][CH2:13][C:9]3[CH:10]=[CH:11][CH:12]=[C:7]([C:33]([F:39])([F:38])[F:32])[CH:8]=3)[CH:16]=2)[CH2:3][C@@H:2]([OH:6])[C:24]([F:30])([F:29])[F:23])[CH:10]=[CH:11][CH:12]=1)[CH:3]([F:4])[F:5]. The yield is 0.810. (7) The reactants are [CH:1]([C:3]1[CH:17]=[CH:16][C:6]([O:7][C:8]2[CH:15]=[CH:14][C:11]([C:12]#[N:13])=[CH:10][N:9]=2)=[CH:5][CH:4]=1)=[O:2].C([O-])([O-])=[O:19].[K+].[K+].OO. The catalyst is CS(C)=O. The product is [CH:1]([C:3]1[CH:17]=[CH:16][C:6]([O:7][C:8]2[CH:15]=[CH:14][C:11]([C:12]([NH2:13])=[O:19])=[CH:10][N:9]=2)=[CH:5][CH:4]=1)=[O:2]. The yield is 0.950.